From a dataset of Reaction yield outcomes from USPTO patents with 853,638 reactions. Predict the reaction yield, written as a fraction of the theoretical maximum amount of product (1.0 means a 100% yield; for example, 0.34 means a 34% yield). The reactants are [Br:1][C:2]1[N:7]=[C:6]([CH3:8])[N:5]=[C:4]([CH:9]=O)[CH:3]=1.[NH2:11][OH:12].Cl.C([O-])(=O)C.C(O)(=O)C.[Na+]. The catalyst is C(O)C.O. The product is [Br:1][C:2]1[N:7]=[C:6]([CH3:8])[N:5]=[C:4]([CH:9]=[N:11][OH:12])[CH:3]=1. The yield is 0.338.